Dataset: Forward reaction prediction with 1.9M reactions from USPTO patents (1976-2016). Task: Predict the product of the given reaction. Given the reactants CC(C)([O-])C.[K+].C1(C(C2C=CC=CC=2)=[N:14][CH2:15][C:16]([O:18][CH2:19][CH3:20])=[O:17])C=CC=CC=1.[CH3:27][C:28]1[CH:36]=[CH:35][CH:34]=[CH:33][C:29]=1[C:30]([Cl:32])=[O:31].Cl, predict the reaction product. The product is: [ClH:32].[NH2:14][CH:15]([C:30](=[O:31])[C:29]1[CH:33]=[CH:34][CH:35]=[CH:36][C:28]=1[CH3:27])[C:16]([O:18][CH2:19][CH3:20])=[O:17].